Dataset: Full USPTO retrosynthesis dataset with 1.9M reactions from patents (1976-2016). Task: Predict the reactants needed to synthesize the given product. (1) Given the product [C:11]1([C:5]2[N:4]=[CH:3][C:2]([NH2:1])=[CH:7][CH:6]=2)[CH:16]=[CH:15][CH:14]=[CH:13][CH:12]=1, predict the reactants needed to synthesize it. The reactants are: [NH2:1][C:2]1[CH:3]=[N:4][C:5](Br)=[CH:6][CH:7]=1.CO.[C:11]1(B(O)O)[CH:16]=[CH:15][CH:14]=[CH:13][CH:12]=1.C([O-])([O-])=O.[K+].[K+]. (2) Given the product [Br:20][C:21]1[CH:33]=[CH:32][C:31]2[C:30]3[C:25](=[CH:26][C:27]([Br:34])=[CH:28][CH:29]=3)[C:24](=[C:36]([Br:38])[Br:37])[C:23]=2[CH:22]=1, predict the reactants needed to synthesize it. The reactants are: C1(P(C2C=CC=CC=2)C2C=CC=CC=2)C=CC=CC=1.[Br:20][C:21]1[C:22](=O)[C:23]2[C:31](=[CH:32][CH:33]=1)[C:30]1[C:25](=[CH:26][C:27]([Br:34])=[CH:28][CH:29]=1)[CH:24]=2.[C:36](Br)(Br)([Br:38])[Br:37]. (3) Given the product [C:1]([O:5][C:6](=[O:15])[NH:7][C@H:8]1[CH2:9][CH2:10][C@@H:11]([N:14]([CH:17]([CH3:19])[CH3:16])[CH3:20])[CH2:12][CH2:13]1)([CH3:4])([CH3:2])[CH3:3], predict the reactants needed to synthesize it. The reactants are: [C:1]([O:5][C:6](=[O:15])[NH:7][CH:8]1[CH2:13][CH2:12][CH:11]([NH2:14])[CH2:10][CH2:9]1)([CH3:4])([CH3:3])[CH3:2].[CH3:16][C:17]([CH3:19])=O.[C:20](O[BH-](OC(=O)C)OC(=O)C)(=O)C.[Na+].[OH-].[Na+].C=O. (4) The reactants are: [NH2:1][C:2]1[CH:10]=[C:9]([O:11][CH3:12])[CH:8]=[C:7]([O:13][CH3:14])[C:3]=1[C:4]([NH2:6])=[O:5].[OH:15][CH2:16][CH2:17][CH2:18][C:19]1[CH:26]=[CH:25][C:22]([CH:23]=O)=[CH:21][C:20]=1[O:27][CH3:28].OS([O-])=O.[Na+].O.C1(C)C=CC(S(O)(=O)=O)=CC=1. Given the product [OH:15][CH2:16][CH2:17][CH2:18][C:19]1[CH:26]=[CH:25][C:22]([C:23]2[NH:6][C:4](=[O:5])[C:3]3[C:2](=[CH:10][C:9]([O:11][CH3:12])=[CH:8][C:7]=3[O:13][CH3:14])[N:1]=2)=[CH:21][C:20]=1[O:27][CH3:28], predict the reactants needed to synthesize it. (5) Given the product [CH2:22]([O:11][C:3]1[CH:4]=[CH:5][C:6]([N+:8]([O-:10])=[O:9])=[CH:7][C:2]=1[F:1])[CH2:21][CH:20]=[CH2:19], predict the reactants needed to synthesize it. The reactants are: [F:1][C:2]1[CH:7]=[C:6]([N+:8]([O-:10])=[O:9])[CH:5]=[CH:4][C:3]=1[OH:11].C(=O)([O-])[O-].[K+].[K+].Br[CH2:19][CH2:20][CH:21]=[CH2:22]. (6) Given the product [CH2:1]([O:8][C@H:9]1[CH2:13][N:12]([CH:14]2[CH2:19][CH2:18][N:17]([C:20]([O:22][C:23]([CH3:24])([CH3:25])[CH3:26])=[O:21])[CH2:16][CH2:15]2)[C:11](=[O:27])[C@@H:10]1[O:28][S:37]([CH3:36])(=[O:39])=[O:38])[C:2]1[CH:3]=[CH:4][CH:5]=[CH:6][CH:7]=1, predict the reactants needed to synthesize it. The reactants are: [CH2:1]([O:8][C@H:9]1[CH2:13][N:12]([CH:14]2[CH2:19][CH2:18][N:17]([C:20]([O:22][C:23]([CH3:26])([CH3:25])[CH3:24])=[O:21])[CH2:16][CH2:15]2)[C:11](=[O:27])[C@@H:10]1[OH:28])[C:2]1[CH:7]=[CH:6][CH:5]=[CH:4][CH:3]=1.C(N(CC)CC)C.[CH3:36][S:37](Cl)(=[O:39])=[O:38]. (7) Given the product [NH2:12][C:3]1[C:2]([NH2:1])=[CH:7][CH:6]=[CH:5][C:4]=1[S:8][CH2:9][CH2:10][OH:11], predict the reactants needed to synthesize it. The reactants are: [NH2:1][C:2]1[C:3]([N+:12]([O-])=O)=[C:4]([S:8][CH2:9][CH2:10][OH:11])[CH:5]=[CH:6][CH:7]=1.